This data is from Full USPTO retrosynthesis dataset with 1.9M reactions from patents (1976-2016). The task is: Predict the reactants needed to synthesize the given product. (1) The reactants are: [Cl:1][C:2]1[C:7]([C:8]([OH:10])=[O:9])=[CH:6][CH:5]=[C:4](Cl)[N:3]=1.C([O-])([O-])=O.[K+].[K+].C1(P(C2C=CC=CC=2)C2C=CC=CC=2)C=CC=CC=1.[F:37][C:38]1[CH:39]=[C:40](B(O)O)[CH:41]=[C:42]([O:44][CH2:45][CH:46]([CH3:48])[CH3:47])[CH:43]=1.Cl. Given the product [Cl:1][C:2]1[C:7]([C:8]([OH:10])=[O:9])=[CH:6][CH:5]=[C:4]([C:40]2[CH:41]=[C:42]([O:44][CH2:45][CH:46]([CH3:47])[CH3:48])[CH:43]=[C:38]([F:37])[CH:39]=2)[N:3]=1, predict the reactants needed to synthesize it. (2) Given the product [I:9][C:10]1[CH:14]=[CH:13][N:12]([C:2]2[CH:7]=[CH:6][N:5]=[C:4]([CH3:8])[CH:3]=2)[N:11]=1, predict the reactants needed to synthesize it. The reactants are: F[C:2]1[CH:7]=[CH:6][N:5]=[C:4]([CH3:8])[CH:3]=1.[I:9][C:10]1[CH:14]=[CH:13][NH:12][N:11]=1.[H-].[Na+]. (3) Given the product [C:12]([C:8]1[C:3]([C:4]([O:6][CH3:7])=[O:5])=[C:2]([C:18]2[CH:17]=[N:16][N:15]([CH3:14])[CH:19]=2)[N:11]=[CH:10][CH:9]=1)#[N:13], predict the reactants needed to synthesize it. The reactants are: Cl[C:2]1[N:11]=[CH:10][CH:9]=[C:8]([C:12]#[N:13])[C:3]=1[C:4]([O:6][CH3:7])=[O:5].[CH3:14][N:15]1[CH:19]=[C:18](B2OC(C)(C)C(C)(C)O2)[CH:17]=[N:16]1.[F-].[K+]. (4) Given the product [NH2:26][C:24]1[C:25]2[C:17]([C:4]3[CH:5]=[CH:6][C:7]([O:8][CH2:9][C:10]4[CH:15]=[CH:14][CH:13]=[C:12]([F:16])[CH:11]=4)=[C:2]([Cl:1])[CH:3]=3)=[CH:18][N:19]([CH:65]3[CH2:66][CH2:67][CH2:68][CH:63]([CH:59]=[O:58])[CH2:64]3)[C:20]=2[N:21]=[CH:22][N:23]=1, predict the reactants needed to synthesize it. The reactants are: [Cl:1][C:2]1[CH:3]=[C:4]([C:17]2[C:25]3[C:24]([NH2:26])=[N:23][CH:22]=[N:21][C:20]=3[NH:19][CH:18]=2)[CH:5]=[CH:6][C:7]=1[O:8][CH2:9][C:10]1[CH:15]=[CH:14][CH:13]=[C:12]([F:16])[CH:11]=1.C1(P(C2C=CC=CC=2)C2C=CC=CC=2)C=CC=CC=1.CCOC(/N=N/C(OCC)=O)=O.[O:58]1CCO[CH:59]1[CH:63]1[CH2:68][CH2:67][CH2:66][CH:65](O)[CH2:64]1.C1(C)C=CC(S(O)(=O)=O)=CC=1.